This data is from Reaction yield outcomes from USPTO patents with 853,638 reactions. The task is: Predict the reaction yield, written as a fraction of the theoretical maximum amount of product (1.0 means a 100% yield; for example, 0.34 means a 34% yield). (1) The reactants are [I:1][CH2:2][CH2:3][CH2:4][CH2:5][CH2:6][CH2:7][CH2:8][CH2:9]I.[N:11]1[C:20]2[C:15](=[CH:16][CH:17]=[CH:18][CH:19]=2)[CH:14]=[CH:13][CH:12]=1. No catalyst specified. The product is [I-:1].[I-:1].[CH2:2]([N+:11]1[C:20]2[C:15](=[CH:16][CH:17]=[CH:18][CH:19]=2)[CH:14]=[CH:13][CH:12]=1)[CH2:3][CH2:4][CH2:5][CH2:6][CH2:7][CH2:8][CH2:9][N+:11]1[C:20]2[C:15](=[CH:16][CH:17]=[CH:18][CH:19]=2)[CH:14]=[CH:13][CH:12]=1. The yield is 0.890. (2) The reactants are C([O:3][C:4]([C:6]1[NH:7][C:8]([CH:19]=O)=[C:9]([CH2:12][CH2:13][C:14]([O:16]CC)=[O:15])[C:10]=1[CH3:11])=[O:5])C.[CH3:21][O:22][C:23]1[CH:24]=[C:25]2[C:29](=[CH:30][CH:31]=1)[NH:28][C:27](=[O:32])[CH2:26]2.[OH-].[K+]. The catalyst is N1CCCCC1.C(O)C. The product is [C:14]([CH2:13][CH2:12][C:9]1[C:10]([CH3:11])=[C:6]([C:4]([OH:3])=[O:5])[NH:7][C:8]=1[CH:19]=[C:26]1[C:25]2[C:29](=[CH:30][CH:31]=[C:23]([O:22][CH3:21])[CH:24]=2)[NH:28][C:27]1=[O:32])([OH:16])=[O:15]. The yield is 0.650.